The task is: Predict the product of the given reaction.. This data is from Forward reaction prediction with 1.9M reactions from USPTO patents (1976-2016). (1) Given the reactants [H-].[Na+].[F:3][C:4]1[CH:9]=[CH:8][C:7]([CH:10]2[C:18]3[C:13](=[CH:14][C:15]([C:19]#[N:20])=[CH:16][CH:17]=3)[CH2:12][O:11]2)=[CH:6][CH:5]=1.[CH3:21][N:22]([CH3:27])[CH2:23][CH2:24][CH2:25]Cl.CS(C)=O, predict the reaction product. The product is: [CH3:21][N:22]([CH3:27])[CH2:23][CH2:24][CH2:25][C:10]1([C:7]2[CH:8]=[CH:9][C:4]([F:3])=[CH:5][CH:6]=2)[C:18]2[C:13](=[CH:14][C:15]([C:19]#[N:20])=[CH:16][CH:17]=2)[CH2:12][O:11]1. (2) The product is: [CH3:10][O:11][C:12](=[O:42])[CH2:13][C@H:14]1[C:18]2[CH:19]=[CH:20][C:21]([O:23][C@H:24]3[C:32]4[C:27](=[C:28]([C:3]5[C:4]([CH3:8])=[CH:5][CH:6]=[CH:7][C:2]=5[Cl:1])[CH:29]=[CH:30][CH:31]=4)[CH2:26][CH2:25]3)=[CH:22][C:17]=2[O:16][CH2:15]1. Given the reactants [Cl:1][C:2]1[CH:7]=[CH:6][CH:5]=[C:4]([CH3:8])[C:3]=1I.[CH3:10][O:11][C:12](=[O:42])[CH2:13][C@H:14]1[C:18]2[CH:19]=[CH:20][C:21]([O:23][C@H:24]3[C:32]4[C:27](=[C:28](B5OC(C)(C)C(C)(C)O5)[CH:29]=[CH:30][CH:31]=4)[CH2:26][CH2:25]3)=[CH:22][C:17]=2[O:16][CH2:15]1, predict the reaction product.